Dataset: Full USPTO retrosynthesis dataset with 1.9M reactions from patents (1976-2016). Task: Predict the reactants needed to synthesize the given product. Given the product [F:3][C:4]([F:6])([F:5])[C:12]1[CH:17]=[N:16][C:15]([O:18][CH:19]2[CH2:20][CH2:21][N:22]([C:25]([O:27][C:28]([CH3:31])([CH3:30])[CH3:29])=[O:26])[CH2:23][CH2:24]2)=[N:14][CH:13]=1, predict the reactants needed to synthesize it. The reactants are: [F-].[K+].[F:3][C:4]([Si](C)(C)C)([F:6])[F:5].I[C:12]1[CH:13]=[N:14][C:15]([O:18][CH:19]2[CH2:24][CH2:23][N:22]([C:25]([O:27][C:28]([CH3:31])([CH3:30])[CH3:29])=[O:26])[CH2:21][CH2:20]2)=[N:16][CH:17]=1.